Task: Predict the reactants needed to synthesize the given product.. Dataset: Retrosynthesis with 50K atom-mapped reactions and 10 reaction types from USPTO (1) The reactants are: C[C@H](NC(=O)c1nc(Br)c2ccccc2c1O)C(=O)O.Sc1ccc(Cl)cc1. Given the product C[C@H](NC(=O)c1nc(Sc2ccc(Cl)cc2)c2ccccc2c1O)C(=O)O, predict the reactants needed to synthesize it. (2) The reactants are: CC(=O)NCC(=O)O.COc1ccc(-n2nnnc2C(F)(F)F)cc1CN[C@H]1CCNC[C@H]1c1ccccc1. Given the product COc1ccc(-n2nnnc2C(F)(F)F)cc1CN[C@H]1CCN(C(=O)CNC(C)=O)C[C@H]1c1ccccc1, predict the reactants needed to synthesize it. (3) Given the product CCOP(=O)(Cc1ccc(NC(=O)CCc2cnoc2-c2ccc(F)cc2)cc1)OCC, predict the reactants needed to synthesize it. The reactants are: CCOP(=O)(Cc1ccc(N)cc1)OCC.O=C(O)CCc1cnoc1-c1ccc(F)cc1. (4) The reactants are: CCOC(=O)c1ccc2ncccc2c1Cl. Given the product OCc1ccc2ncccc2c1Cl, predict the reactants needed to synthesize it. (5) Given the product CN1CC(CC#N)C[C@@H]2c3cccc4c3C(CN4)C[C@H]21, predict the reactants needed to synthesize it. The reactants are: CN1CC(CC#N)C[C@@H]2c3cccc4[nH]cc(c34)C[C@H]21. (6) The reactants are: O=C(NNC(=O)c1sccc1Cl)c1cccnc1. Given the product Clc1ccsc1-c1nnc(-c2cccnc2)o1, predict the reactants needed to synthesize it. (7) Given the product NCC(O)COCCCCCc1ccccc1, predict the reactants needed to synthesize it. The reactants are: [N-]=[N+]=NCC(O)COCCCCCc1ccccc1. (8) Given the product CC(C)(C)[S@@](=O)/N=C/C(F)c1ccccc1, predict the reactants needed to synthesize it. The reactants are: CC(C)(C)[S@](N)=O.O=CC(F)c1ccccc1. (9) Given the product CC(C)CN(C[C@H](O)COc1cccc2[nH]c3ccccc3c12)c1ccc(Oc2ccc(C(=O)O)cc2I)cc1, predict the reactants needed to synthesize it. The reactants are: CCOC(=O)c1ccc(Oc2ccc(N(CC(C)C)C[C@H](O)COc3cccc4[nH]c5ccccc5c34)cc2)c(I)c1. (10) Given the product Cc1ccc(S(=O)(=O)N(CC(=O)NCc2ccc(O)cc2)c2cccc(Cl)c2C)cc1, predict the reactants needed to synthesize it. The reactants are: Cc1ccc(S(=O)(=O)N(CC(=O)NCc2ccc(OCc3ccccc3)cc2)c2cccc(Cl)c2C)cc1.